Dataset: Reaction yield outcomes from USPTO patents with 853,638 reactions. Task: Predict the reaction yield, written as a fraction of the theoretical maximum amount of product (1.0 means a 100% yield; for example, 0.34 means a 34% yield). (1) The reactants are [C:1]([C:4]1[CH:9]=[CH:8][C:7]([NH:10][S:11]([C:14]2[CH:19]=[CH:18][C:17]([F:20])=[CH:16][CH:15]=2)(=[O:13])=[O:12])=[CH:6][CH:5]=1)(=[O:3])[CH3:2].[CH3:21][O:22][C:23]1[CH:30]=[CH:29][C:26]([CH:27]=O)=[CH:25][CH:24]=1.S(=O)(=O)(O)O. The catalyst is CO. The product is [F:20][C:17]1[CH:18]=[CH:19][C:14]([S:11]([NH:10][C:7]2[CH:6]=[CH:5][C:4]([C:1](=[O:3])/[CH:2]=[CH:27]/[C:26]3[CH:29]=[CH:30][C:23]([O:22][CH3:21])=[CH:24][CH:25]=3)=[CH:9][CH:8]=2)(=[O:13])=[O:12])=[CH:15][CH:16]=1. The yield is 0.713. (2) The reactants are Cl[C:2]1[N:11]=[C:10]([NH:12][CH2:13][C:14]2[CH:19]=[CH:18][CH:17]=[CH:16][N:15]=2)[C:9]2[C:4](=[CH:5][CH:6]=[CH:7][C:8]=2[C:20]2[CH:25]=[CH:24][CH:23]=[CH:22][CH:21]=2)[N:3]=1.[CH2:26](C([Sn])=C(CCCC)CCCC)[CH2:27]CC. The catalyst is O1CCOCC1. The product is [C:20]1([C:8]2[CH:7]=[CH:6][CH:5]=[C:4]3[C:9]=2[C:10]([NH:12][CH2:13][C:14]2[CH:19]=[CH:18][CH:17]=[CH:16][N:15]=2)=[N:11][C:2]([CH:26]=[CH2:27])=[N:3]3)[CH:25]=[CH:24][CH:23]=[CH:22][CH:21]=1. The yield is 0.780.